From a dataset of Reaction yield outcomes from USPTO patents with 853,638 reactions. Predict the reaction yield, written as a fraction of the theoretical maximum amount of product (1.0 means a 100% yield; for example, 0.34 means a 34% yield). (1) No catalyst specified. The product is [CH3:27][O:28][C:31]([C:8]1[CH:9]=[C:10]2[C:14](=[C:6]([C:5]3[S:1][C:2]4[CH:19]=[CH:18][CH:17]=[CH:16][C:3]=4[CH:4]=3)[CH:7]=1)[NH:13][N:12]=[CH:11]2)=[O:32]. The yield is 0.800. The reactants are [S:1]1[C:5]([C:6]2[CH:7]=[C:8](Br)[CH:9]=[C:10]3[C:14]=2[NH:13][N:12]=[CH:11]3)=[CH:4][C:3]2[CH:16]=[CH:17][CH:18]=[CH:19][C:2]1=2.C(N(CC)CC)C.[CH3:27][OH:28].CN(C)[CH:31]=[O:32]. (2) The yield is 0.360. No catalyst specified. The reactants are [O:1]1[CH:5]=[CH:4][CH:3]=[C:2]1[C:6]1[CH2:7][C:8]([C:11]([OH:13])=O)=[N:9][N:10]=1.[NH2:14][CH2:15][CH2:16][N:17]1[CH:21]=[CH:20][C:19]([C:22]2[CH:29]=[CH:28][C:25]([C:26]#[N:27])=[C:24]([Cl:30])[CH:23]=2)=[N:18]1. The product is [Cl:30][C:24]1[CH:23]=[C:22]([C:19]2[CH:20]=[CH:21][N:17]([CH2:16][CH2:15][NH:14][C:11]([C:8]3[NH:9][N:10]=[C:6]([C:2]4[O:1][CH:5]=[CH:4][CH:3]=4)[CH:7]=3)=[O:13])[N:18]=2)[CH:29]=[CH:28][C:25]=1[C:26]#[N:27]. (3) The reactants are [CH:1]([C:4]1[CH:10]=[CH:9][C:7]([NH2:8])=[CH:6][CH:5]=1)([CH3:3])[CH3:2].C(N(CC)CC)C.Cl[CH2:19][C:20](Cl)=[O:21].[NH2:23][C:24]1[N:25]([CH2:30][CH3:31])[C:26]([SH:29])=[N:27][N:28]=1.C(=O)([O-])[O-].[Cs+].[Cs+]. The catalyst is C(Cl)Cl. The product is [NH2:23][C:24]1[N:25]([CH2:30][CH3:31])[C:26]([S:29][CH2:19][C:20]([NH:8][C:7]2[CH:9]=[CH:10][C:4]([CH:1]([CH3:3])[CH3:2])=[CH:5][CH:6]=2)=[O:21])=[N:27][N:28]=1. The yield is 0.690. (4) The reactants are Br[C:2]1[CH:7]=[CH:6][C:5]([C:8]([F:11])([F:10])[F:9])=[C:4]([CH3:12])[CH:3]=1.[CH3:13][C:14]1([CH3:30])[C:18]([CH3:20])([CH3:19])[O:17][B:16]([B:16]2[O:17][C:18]([CH3:20])([CH3:19])[C:14]([CH3:30])([CH3:13])[O:15]2)[O:15]1.C([O-])(=O)C.[K+]. The catalyst is CN(C=O)C.C(OCC)(=O)C.Cl[Pd]Cl. The product is [CH3:13][C:14]1([CH3:30])[C:18]([CH3:20])([CH3:19])[O:17][B:16]([C:2]2[CH:7]=[CH:6][C:5]([C:8]([F:11])([F:10])[F:9])=[C:4]([CH3:12])[CH:3]=2)[O:15]1. The yield is 0.420. (5) The reactants are [H-].[Na+].[NH:3]1[CH:7]=[C:6]([CH:8]=[O:9])[N:5]=[CH:4]1.I[CH2:11][CH2:12][CH3:13]. The catalyst is C1COCC1. The product is [CH2:11]([N:3]1[CH:7]=[C:6]([CH:8]=[O:9])[N:5]=[CH:4]1)[CH2:12][CH3:13]. The yield is 0.580. (6) The product is [Cl:39][C:23]1[C:24]([O:33][CH2:34][C:35]([F:37])([F:38])[F:36])=[N:25][N:26]([C:27]2[CH:28]=[CH:29][CH:30]=[CH:31][CH:32]=2)[C:22]=1[NH:21][C:19]([NH:18][C@H:10]1[C@H:9]([C:4]2[CH:5]=[CH:6][C:7]([F:8])=[C:2]([F:1])[CH:3]=2)[CH2:13][N:12]([CH2:14][CH2:15][O:16][CH3:17])[CH2:11]1)=[O:20]. The yield is 0.530. The catalyst is C(Cl)Cl. The reactants are [F:1][C:2]1[CH:3]=[C:4]([C@@H:9]2[CH2:13][N:12]([CH2:14][CH2:15][O:16][CH3:17])[CH2:11][C@H:10]2[NH:18][C:19]([NH:21][C:22]2[N:26]([C:27]3[CH:32]=[CH:31][CH:30]=[CH:29][CH:28]=3)[N:25]=[C:24]([O:33][CH2:34][C:35]([F:38])([F:37])[F:36])[CH:23]=2)=[O:20])[CH:5]=[CH:6][C:7]=1[F:8].[Cl:39]N1C(=O)CCC1=O.CC1C=CC(S([O-])(=O)=O)=CC=1.[NH+]1C=CC=CC=1. (7) The reactants are O=P(Cl)(Cl)Cl.[Br:6][C:7]1[CH:8]=[C:9]([C:19]([O:21][CH3:22])=[O:20])[C:10]2[CH:11]=[CH:12][N:13]([CH:16]([CH3:18])[CH3:17])[C:14]=2[CH:15]=1.[OH-].[Na+].CN([CH:28]=[O:29])C. The catalyst is O. The product is [Br:6][C:7]1[CH:8]=[C:9]([C:19]([O:21][CH3:22])=[O:20])[C:10]2[C:11]([CH:28]=[O:29])=[CH:12][N:13]([CH:16]([CH3:18])[CH3:17])[C:14]=2[CH:15]=1. The yield is 0.913.